This data is from Forward reaction prediction with 1.9M reactions from USPTO patents (1976-2016). The task is: Predict the product of the given reaction. (1) The product is: [CH3:37][O:38][C:39](=[O:49])[C:40]1[CH:45]=[CH:44][C:43]([C:46]([NH:24][C:19]2[C:20]([O:22][CH3:23])=[N:21][C:16]([O:15][CH2:14][C:13]3[C:9]([C:3]4[C:2]([Cl:1])=[CH:7][CH:6]=[CH:5][C:4]=4[Cl:8])=[N:10][O:11][C:12]=3[CH:25]([CH3:27])[CH3:26])=[CH:17][CH:18]=2)=[O:47])=[CH:42][CH:41]=1. Given the reactants [Cl:1][C:2]1[CH:7]=[CH:6][CH:5]=[C:4]([Cl:8])[C:3]=1[C:9]1[C:13]([CH2:14][O:15][C:16]2[N:21]=[C:20]([O:22][CH3:23])[C:19]([NH2:24])=[CH:18][CH:17]=2)=[C:12]([CH:25]([CH3:27])[CH3:26])[O:11][N:10]=1.C(N(C(C)C)CC)(C)C.[CH3:37][O:38][C:39](=[O:49])[C:40]1[CH:45]=[CH:44][C:43]([C:46](Cl)=[O:47])=[CH:42][CH:41]=1, predict the reaction product. (2) The product is: [Cl:1][C:2]1[CH:3]=[C:4]([C:8]2[N:12]=[C:11]([CH:13]([O:15][C:21]3[N:17]([CH3:16])[C:18]([C:26]4[CH:31]=[CH:30][N:29]=[CH:28][CH:27]=4)=[N:19][N:20]=3)[CH3:14])[O:10][N:9]=2)[CH:5]=[CH:6][CH:7]=1. Given the reactants [Cl:1][C:2]1[CH:3]=[C:4]([C:8]2[N:12]=[C:11]([C@H:13]([OH:15])[CH3:14])[O:10][N:9]=2)[CH:5]=[CH:6][CH:7]=1.[CH3:16][N:17]1[C:21](S(C)(=O)=O)=[N:20][N:19]=[C:18]1[C:26]1[CH:31]=[CH:30][N:29]=[CH:28][CH:27]=1.C(=O)([O-])[O-].[Cs+].[Cs+], predict the reaction product. (3) The product is: [C:14]1([C:24]2[O:1][N:2]=[C:3]([C:5]3[C:10]([N+:11]([O-:13])=[O:12])=[CH:9][CH:8]=[CH:7][N:6]=3)[N:4]=2)[C:23]2[C:18](=[CH:19][CH:20]=[CH:21][CH:22]=2)[CH:17]=[CH:16][CH:15]=1. Given the reactants [OH:1][NH:2][C:3]([C:5]1[C:10]([N+:11]([O-:13])=[O:12])=[CH:9][CH:8]=[CH:7][N:6]=1)=[NH:4].[C:14]1([C:24](O)=O)[C:23]2[C:18](=[CH:19][CH:20]=[CH:21][CH:22]=2)[CH:17]=[CH:16][CH:15]=1, predict the reaction product. (4) Given the reactants [NH2:1][C:2]1[C:13]([C:14](=[O:16])[CH3:15])=[C:12]([Cl:17])[C:5]2[C:6]([CH:9]3[CH2:11][CH2:10]3)=[N:7][O:8][C:4]=2[CH:3]=1.[CH3:18][Mg]Cl.C1COCC1.[NH4+].[Cl-], predict the reaction product. The product is: [NH2:1][C:2]1[C:13]([C:14]([OH:16])([CH3:18])[CH3:15])=[C:12]([Cl:17])[C:5]2[C:6]([CH:9]3[CH2:11][CH2:10]3)=[N:7][O:8][C:4]=2[CH:3]=1. (5) Given the reactants [OH:1][C:2]([C:33]1[S:34][CH:35]=[CH:36][CH:37]=1)([C:28]1[S:29][CH:30]=[CH:31][CH:32]=1)[C:3]([O:5][C@H:6]1[CH2:11][CH2:10][C@H:9]([N:12]([CH2:14][CH2:15][C:16]([NH:18][C:19]2[CH:24]=[CH:23][C:22]([CH2:25][OH:26])=[CH:21][C:20]=2[Cl:27])=[O:17])[CH3:13])[CH2:8][CH2:7]1)=[O:4].OC(C1SC=CC=1)(C1SC=CC=1)C(O[C@H]1CC[C@H](N(CCC(NC2C=C(OC)C(C=O)=CC=2Cl)=O)C)CC1)=O, predict the reaction product. The product is: [OH:1][C:2]([C:28]1[S:29][CH:30]=[CH:31][CH:32]=1)([C:33]1[S:34][CH:35]=[CH:36][CH:37]=1)[C:3]([O:5][C@H:6]1[CH2:11][CH2:10][C@H:9]([N:12]([CH2:14][CH2:15][C:16]([NH:18][C:19]2[CH:24]=[CH:23][C:22]([CH:25]=[O:26])=[CH:21][C:20]=2[Cl:27])=[O:17])[CH3:13])[CH2:8][CH2:7]1)=[O:4]. (6) Given the reactants [H-].[Na+].[I:3][C:4]1[CH:9]=[N:8][C:7]2[N:10]([CH2:13][C:14]3[CH:19]=[CH:18][C:17]([O:20][CH3:21])=[CH:16][CH:15]=3)[N:11]=[CH:12][C:6]=2[C:5]=1O.FC(F)(F)S(N(C1C=CC=CC=1)S(C(F)(F)F)(=O)=O)(=O)=O.[N:44]1([C:50]([O:52][C:53]([CH3:56])([CH3:55])[CH3:54])=[O:51])[CH2:49][CH2:48][NH:47][CH2:46][CH2:45]1.[NH4+].[Cl-], predict the reaction product. The product is: [I:3][C:4]1[C:5]([N:47]2[CH2:46][CH2:45][N:44]([C:50]([O:52][C:53]([CH3:56])([CH3:55])[CH3:54])=[O:51])[CH2:49][CH2:48]2)=[C:6]2[CH:12]=[N:11][N:10]([CH2:13][C:14]3[CH:19]=[CH:18][C:17]([O:20][CH3:21])=[CH:16][CH:15]=3)[C:7]2=[N:8][CH:9]=1. (7) The product is: [NH2:3][C:4]1[C:13]([NH2:14])=[C:12]2[C:7]([C:8](=[O:23])[CH:9]=[C:10]([C:17]3[CH:22]=[CH:21][CH:20]=[CH:19][CH:18]=3)[O:11]2)=[CH:6][CH:5]=1. Given the reactants [NH4+].[Cl-].[NH2:3][C:4]1[C:13]([N+:14]([O-])=O)=[C:12]2[C:7]([C:8](=[O:23])[CH:9]=[C:10]([C:17]3[CH:22]=[CH:21][CH:20]=[CH:19][CH:18]=3)[O:11]2)=[CH:6][CH:5]=1, predict the reaction product. (8) Given the reactants O=[C:2]1[NH:7][CH2:6][CH2:5][NH:4][CH:3]1[CH2:8][C:9](OC)=[O:10].[H-].[H-].[H-].[H-].[Li+].[Al+3], predict the reaction product. The product is: [NH:4]1[CH2:5][CH2:6][NH:7][CH2:2][CH:3]1[CH2:8][CH2:9][OH:10]. (9) Given the reactants [N+]([O-])([O-])=O.[Zn+2:5].[N+]([O-])([O-])=O.[P:10]([O-:14])([O-:13])([O-:12])=[O:11].[Na+].[Na+].[Na+], predict the reaction product. The product is: [P:10]([O-:14])([O-:13])([O-:12])=[O:11].[Zn+2:5].[P:10]([O-:14])([O-:13])([O-:12])=[O:11].[Zn+2:5].[Zn+2:5].